Predict the reaction yield, written as a fraction of the theoretical maximum amount of product (1.0 means a 100% yield; for example, 0.34 means a 34% yield). From a dataset of Reaction yield outcomes from USPTO patents with 853,638 reactions. (1) The reactants are Cl[C:2]1[C:11]2[C:6](=[C:7]([I:13])[C:8]([CH3:12])=[CH:9][CH:10]=2)[CH:5]=[N:4][N:3]=1.[NH2:14][C:15]1[CH:16]=[C:17]([C:21](=[O:23])[CH3:22])[CH:18]=[CH:19][CH:20]=1.CCOC(C)=O. The catalyst is CC(O)C.C(Cl)Cl.C(=O)(O)[O-].[Na+]. The product is [I:13][C:7]1[C:8]([CH3:12])=[CH:9][CH:10]=[C:11]2[C:6]=1[CH:5]=[N:4][N:3]=[C:2]2[NH:14][C:15]1[CH:16]=[C:17]([C:21](=[O:23])[CH3:22])[CH:18]=[CH:19][CH:20]=1. The yield is 0.242. (2) The catalyst is CN(C=O)C.CCCC[N+](CCCC)(CCCC)CCCC.[I-]. The yield is 0.320. The product is [OH:32][CH:33]([CH3:47])[CH2:34][CH2:35][N:4]1[C:5](=[O:30])[C:6]2[N:7]([CH2:23][C:24]3[CH:29]=[CH:28][CH:27]=[CH:26][N:25]=3)[C:8]([CH2:11][C:12]3[CH:17]=[CH:16][CH:15]=[C:14]([O:18][C:19]([F:22])([F:21])[F:20])[CH:13]=3)=[N:9][C:10]=2[N:2]([CH3:1])[C:3]1=[O:31]. The reactants are [CH3:1][N:2]1[C:10]2[N:9]=[C:8]([CH2:11][C:12]3[CH:17]=[CH:16][CH:15]=[C:14]([O:18][C:19]([F:22])([F:21])[F:20])[CH:13]=3)[N:7]([CH2:23][C:24]3[CH:29]=[CH:28][CH:27]=[CH:26][N:25]=3)[C:6]=2[C:5](=[O:30])[NH:4][C:3]1=[O:31].[OH:32][CH:33]([CH3:47])[CH2:34][CH2:35]OS(C1C=CC(C)=CC=1)(=O)=O.C(=O)([O-])[O-].[K+].[K+]. (3) The reactants are C[O:2][C:3]([C:5]1[CH:6]=[C:7]([F:33])[CH:8]=[C:9]2[C:14]=1[NH:13][CH:12]([C:15]1[CH:16]=[C:17]([C:21]3[CH:26]=[CH:25][C:24]([C:27]([CH3:30])([CH3:29])[CH3:28])=[CH:23][CH:22]=3)[CH:18]=[CH:19][CH:20]=1)[C:11]([CH3:32])([CH3:31])[CH2:10]2)=[O:4].[OH-].[Na+].Cl. The catalyst is CO.O1CCCC1.O. The product is [C:27]([C:24]1[CH:23]=[CH:22][C:21]([C:17]2[CH:18]=[CH:19][CH:20]=[C:15]([CH:12]3[C:11]([CH3:31])([CH3:32])[CH2:10][C:9]4[C:14](=[C:5]([C:3]([OH:4])=[O:2])[CH:6]=[C:7]([F:33])[CH:8]=4)[NH:13]3)[CH:16]=2)=[CH:26][CH:25]=1)([CH3:28])([CH3:29])[CH3:30]. The yield is 0.900. (4) The reactants are [Br:1][C:2]1[S:11][C:5]2[N:6]=[CH:7][NH:8][C:9](=[O:10])[C:4]=2[CH:3]=1.S(=O)(=O)(O)O.[N+:17]([O-])([OH:19])=[O:18]. No catalyst specified. The product is [Br:1][C:2]1[S:11][C:5]2[N:6]=[CH:7][NH:8][C:9](=[O:10])[C:4]=2[C:3]=1[N+:17]([O-:19])=[O:18]. The yield is 0.660. (5) The reactants are [NH2:1][C:2]([CH3:6])([CH3:5])[CH2:3][OH:4].[H-].[Na+].[CH:9]([N:12]1[C:16]([C:17]2[N:18]=[C:19]3[C:25]4[CH:26]=[CH:27][C:28]([C:30](OC)=O)=[CH:29][C:24]=4[O:23][CH2:22][CH2:21][N:20]3[CH:34]=2)=[N:15][CH:14]=[N:13]1)([CH3:11])[CH3:10].C(Cl)Cl.S(Cl)(Cl)=O. The catalyst is O1CCCC1.C1COCC1.CN(C=O)C. The product is [CH3:5][C:2]1([CH3:6])[CH2:3][O:4][C:30]([C:28]2[CH:27]=[CH:26][C:25]3[C:19]4[N:20]([CH:34]=[C:17]([C:16]5[N:12]([CH:9]([CH3:11])[CH3:10])[N:13]=[CH:14][N:15]=5)[N:18]=4)[CH2:21][CH2:22][O:23][C:24]=3[CH:29]=2)=[N:1]1. The yield is 0.480.